This data is from Forward reaction prediction with 1.9M reactions from USPTO patents (1976-2016). The task is: Predict the product of the given reaction. (1) Given the reactants [C:1]([O:5][C:6]([NH:8][C@H:9]([CH2:22][OH:23])[CH2:10][CH2:11][C:12]([O:14][CH2:15][C:16]1[CH:21]=[CH:20][CH:19]=[CH:18][CH:17]=1)=[O:13])=[O:7])([CH3:4])([CH3:3])[CH3:2].C(N([CH2:29][CH3:30])CC)C.S(Cl)(C)(=O)=O.[Cl-].[Li+].O[C:39]1[CH:40]=[C:41]([CH:44]=[CH:45][C:46]=1I)C#N.C(=O)([O-])[O-].[K+].[K+].[I-].[K+], predict the reaction product. The product is: [C:1]([O:5][C:6]([NH:8][C@H:9]([CH2:22][O:23][C:39]1[CH:40]=[CH:41][CH:44]=[C:45]([CH:29]=[CH2:30])[CH:46]=1)[CH2:10][CH2:11][C:12]([O:14][CH2:15][C:16]1[CH:17]=[CH:18][CH:19]=[CH:20][CH:21]=1)=[O:13])=[O:7])([CH3:4])([CH3:3])[CH3:2]. (2) Given the reactants [C:1]([O:5][C:6](=[O:25])[NH:7][CH:8]([C:18]1[CH:23]=[CH:22][C:21]([Cl:24])=[CH:20][CH:19]=1)[C:9]([C:11]1[CH:16]=[CH:15][C:14]([OH:17])=[CH:13][CH:12]=1)=[O:10])([CH3:4])([CH3:3])[CH3:2].C1(P(C2C=CC=CC=2)C2C=CC=CC=2)C=CC=CC=1.[O:45]1[CH2:50][CH2:49][CH2:48][CH:47](O)[CH2:46]1.N(C(OC(C)(C)C)=O)=NC(OC(C)(C)C)=O, predict the reaction product. The product is: [C:1]([O:5][C:6](=[O:25])[NH:7][CH:8]([C:18]1[CH:19]=[CH:20][C:21]([Cl:24])=[CH:22][CH:23]=1)[C:9](=[O:10])[C:11]1[CH:16]=[CH:15][C:14]([O:17][CH:47]2[CH2:48][CH2:49][CH2:50][O:45][CH2:46]2)=[CH:13][CH:12]=1)([CH3:4])([CH3:2])[CH3:3]. (3) Given the reactants [CH3:1][C:2]1[O:6][N:5]=[C:4]([C:7]2[CH:12]=[CH:11][CH:10]=[CH:9][CH:8]=2)[C:3]=1[CH2:13][O:14][C:15]1[CH:23]=[CH:22][C:18]([C:19]([OH:21])=O)=[CH:17][N:16]=1.Cl.[CH3:25][O:26][C:27](=[O:37])[C@H:28]([CH2:30][C:31]1[CH:36]=[CH:35][CH:34]=[CH:33][CH:32]=1)[NH2:29], predict the reaction product. The product is: [CH3:25][O:26][C:27](=[O:37])[C@@H:28]([NH:29][C:19]([C:18]1[CH:17]=[N:16][C:15]([O:14][CH2:13][C:3]2[C:4]([C:7]3[CH:8]=[CH:9][CH:10]=[CH:11][CH:12]=3)=[N:5][O:6][C:2]=2[CH3:1])=[CH:23][CH:22]=1)=[O:21])[CH2:30][C:31]1[CH:36]=[CH:35][CH:34]=[CH:33][CH:32]=1. (4) Given the reactants C(O[C:4]([C:6]1[N:11]=[C:10]([CH2:12][C:13]2[CH:18]=[CH:17][CH:16]=[CH:15][CH:14]=2)[C:9]2[S:19][C:20]([C:22]3[CH:27]=[CH:26][CH:25]=[CH:24][CH:23]=3)=[N:21][C:8]=2[C:7]=1[OH:28])=[O:5])C.[NH2:29][CH2:30][C:31]([OH:33])=[O:32], predict the reaction product. The product is: [CH2:12]([C:10]1[C:9]2[S:19][C:20]([C:22]3[CH:23]=[CH:24][CH:25]=[CH:26][CH:27]=3)=[N:21][C:8]=2[C:7]([OH:28])=[C:6]([C:4]([NH:29][CH2:30][C:31]([OH:33])=[O:32])=[O:5])[N:11]=1)[C:13]1[CH:14]=[CH:15][CH:16]=[CH:17][CH:18]=1. (5) Given the reactants [F:1][C:2]1[C:3]([C:34]2[N:35]([CH:40]([CH3:42])[CH3:41])[C:36]([CH3:39])=[N:37][CH:38]=2)=[N:4][C:5]([NH:8][CH:9]2[CH2:14][CH2:13][N:12]([S:15]([CH:18]3[CH2:23][CH2:22][N:21](C(OCC4C=CC=CC=4)=O)[CH2:20][CH2:19]3)(=[O:17])=[O:16])[CH2:11][CH2:10]2)=[N:6][CH:7]=1.[H][H], predict the reaction product. The product is: [F:1][C:2]1[C:3]([C:34]2[N:35]([CH:40]([CH3:42])[CH3:41])[C:36]([CH3:39])=[N:37][CH:38]=2)=[N:4][C:5]([NH:8][CH:9]2[CH2:14][CH2:13][N:12]([S:15]([CH:18]3[CH2:23][CH2:22][NH:21][CH2:20][CH2:19]3)(=[O:16])=[O:17])[CH2:11][CH2:10]2)=[N:6][CH:7]=1. (6) The product is: [CH2:1]([C@@H:3]1[N:9]([C:19]2[CH:24]=[CH:23][CH:22]=[CH:21][CH:20]=2)[CH2:8][C:7]2[CH:10]=[CH:11][C:12]([C:14]([O:16][CH3:17])=[O:15])=[CH:13][C:6]=2[O:5][CH2:4]1)[CH3:2]. Given the reactants [CH2:1]([C@@H:3]1[NH:9][CH2:8][C:7]2[CH:10]=[CH:11][C:12]([C:14]([O:16][CH3:17])=[O:15])=[CH:13][C:6]=2[O:5][CH2:4]1)[CH3:2].I[C:19]1[CH:24]=[CH:23][CH:22]=[CH:21][CH:20]=1.C([O-])([O-])=O.[Cs+].[Cs+].C1C=CC(P(C2C(C3C(P(C4C=CC=CC=4)C4C=CC=CC=4)=CC=C4C=3C=CC=C4)=C3C(C=CC=C3)=CC=2)C2C=CC=CC=2)=CC=1, predict the reaction product. (7) Given the reactants [CH3:1][O:2][C:3]1[N:12]=[C:11]2[C:6]([CH:7]=[C:8]([C:14]([OH:16])=O)[C:9](=[O:13])[NH:10]2)=[CH:5][CH:4]=1.[CH3:17][O:18][C:19](=[O:28])[C:20]1[CH:25]=[CH:24][C:23]([CH3:26])=[C:22]([NH2:27])[CH:21]=1.CN(C(ON1N=NC2C=CC=NC1=2)=[N+](C)C)C.F[P-](F)(F)(F)(F)F.C(N(CC)CC)C, predict the reaction product. The product is: [CH3:17][O:18][C:19](=[O:28])[C:20]1[CH:25]=[CH:24][C:23]([CH3:26])=[C:22]([NH:27][C:14]([C:8]2[C:9](=[O:13])[NH:10][C:11]3[C:6]([CH:7]=2)=[CH:5][CH:4]=[C:3]([O:2][CH3:1])[N:12]=3)=[O:16])[CH:21]=1. (8) Given the reactants [Br:1][C:2]1[CH:3]=[CH:4][C:5]([C:8]([OH:10])=O)=[N:6][CH:7]=1.[CH2:11]1[C:19]2[C:14](=[CH:15][CH:16]=[CH:17][CH:18]=2)[CH2:13][CH:12]1[NH:20][C:21]1[N:22]=[CH:23][C:24]2[CH2:30][NH:29][CH2:28][CH2:27][C:25]=2[N:26]=1.Cl.CN(C)CCCN=C=NCC.N1C=CC(N)=CC=1, predict the reaction product. The product is: [Br:1][C:2]1[CH:3]=[CH:4][C:5]([C:8]([N:29]2[CH2:28][CH2:27][C:25]3[N:26]=[C:21]([NH:20][CH:12]4[CH2:11][C:19]5[C:14](=[CH:15][CH:16]=[CH:17][CH:18]=5)[CH2:13]4)[N:22]=[CH:23][C:24]=3[CH2:30]2)=[O:10])=[N:6][CH:7]=1.